Dataset: Reaction yield outcomes from USPTO patents with 853,638 reactions. Task: Predict the reaction yield, written as a fraction of the theoretical maximum amount of product (1.0 means a 100% yield; for example, 0.34 means a 34% yield). (1) The reactants are FC(F)(F)C1C=C(NC(=O)NC2C=CC(C3SC(CCC(OC)=O)=NC=3)=CC=2)C=CC=1.[C:32]([NH:35][C:36](=[O:56])[CH2:37][CH:38]1[CH2:43][CH2:42][CH:41]([C:44]2[S:45][C:46]([C:49]3[CH:54]=[CH:53][C:52]([NH2:55])=[CH:51][CH:50]=3)=[CH:47][N:48]=2)[CH2:40][CH2:39]1)(=[O:34])[CH3:33].[F:57][C:58]1[CH:63]=[C:62]([F:64])[C:61]([F:65])=[CH:60][C:59]=1[N:66]=[C:67]=[O:68]. No catalyst specified. The product is [C:32]([NH:35][C:36](=[O:56])[CH2:37][CH:38]1[CH2:43][CH2:42][CH:41]([C:44]2[S:45][C:46]([C:49]3[CH:50]=[CH:51][C:52]([NH:55][C:67]([NH:66][C:59]4[CH:60]=[C:61]([F:65])[C:62]([F:64])=[CH:63][C:58]=4[F:57])=[O:68])=[CH:53][CH:54]=3)=[CH:47][N:48]=2)[CH2:40][CH2:39]1)(=[O:34])[CH3:33]. The yield is 0.440. (2) The reactants are [F:1][C:2]1[CH:7]=[CH:6][CH:5]=[CH:4][N:3]=1.[Li+].CC([N-]C(C)C)C.[S:16]1[CH:20]=[CH:19][CH:18]=[C:17]1[CH:21]=[O:22]. The catalyst is C1COCC1. The product is [F:1][C:2]1[C:7]([CH:21]([C:17]2[S:16][CH:20]=[CH:19][CH:18]=2)[OH:22])=[CH:6][CH:5]=[CH:4][N:3]=1. The yield is 0.630. (3) The reactants are Cl.[CH3:2][O:3][CH2:4][C@H:5]1[C@H:14]2[CH2:15][CH2:16][N:17]([C:18]([C@H:20]3[CH2:25][CH2:24][CH2:23][CH2:22][C@H:21]3[NH2:26])=[O:19])[C@H:13]2[C:12]2[CH:11]=[CH:10][CH:9]=[CH:8][C:7]=2[NH:6]1.C(N(CC)CC)C.[NH:34]1[CH:38]=[CH:37][N:36]=[C:35]1[C:39]1[CH:47]=[CH:46][C:42]([C:43](O)=[O:44])=[CH:41][CH:40]=1.CCOC(OC(OCC)=O)=O. The catalyst is O1CCCC1.O. The product is [NH:34]1[CH:38]=[CH:37][N:36]=[C:35]1[C:39]1[CH:40]=[CH:41][C:42]([C:43]([NH:26][C@@H:21]2[CH2:22][CH2:23][CH2:24][CH2:25][C@@H:20]2[C:18]([N:17]2[C@@H:13]3[C@@H:14]([C@H:5]([CH2:4][O:3][CH3:2])[NH:6][C:7]4[CH:8]=[CH:9][CH:10]=[CH:11][C:12]=43)[CH2:15][CH2:16]2)=[O:19])=[O:44])=[CH:46][CH:47]=1. The yield is 0.610. (4) The reactants are [Cl:1][C:2]1[CH:3]=[CH:4][C:5]([O:20][CH2:21][C:22]2[CH:27]=[CH:26][CH:25]=[CH:24][CH:23]=2)=[C:6]([CH2:8][C:9]2[S:10][CH:11]=[C:12]([C:14](N(C)OC)=[O:15])[N:13]=2)[CH:7]=1.[CH3:28][Mg]Br. The catalyst is O1CCCC1.C(OCC)C. The product is [Cl:1][C:2]1[CH:3]=[CH:4][C:5]([O:20][CH2:21][C:22]2[CH:23]=[CH:24][CH:25]=[CH:26][CH:27]=2)=[C:6]([CH2:8][C:9]2[S:10][CH:11]=[C:12]([C:14](=[O:15])[CH3:28])[N:13]=2)[CH:7]=1. The yield is 0.830.